This data is from Reaction yield outcomes from USPTO patents with 853,638 reactions. The task is: Predict the reaction yield, written as a fraction of the theoretical maximum amount of product (1.0 means a 100% yield; for example, 0.34 means a 34% yield). (1) The yield is 0.0220. The reactants are Br[C:2]1[CH:32]=[CH:31][C:5]2[N:6]=[C:7]([NH:9][C:10]3[CH:15]=[C:14]([CH2:16][C:17]4[CH:22]=[CH:21][CH:20]=[CH:19][CH:18]=4)[N:13]=[C:12]([NH:23][C@H:24]4[CH2:29][CH2:28][C@H:27]([OH:30])[CH2:26][CH2:25]4)[N:11]=3)[S:8][C:4]=2[CH:3]=1.CC1(C)C(C)(C)OB([C:41]2[CH:42]=[N:43][O:44][CH:45]=2)O1.P([O-])([O-])([O-])=O.[K+].[K+].[K+]. The product is [O:44]1[CH:45]=[C:41]([C:2]2[CH:32]=[CH:31][C:5]3[N:6]=[C:7]([NH:9][C:10]4[CH:15]=[C:14]([CH2:16][C:17]5[CH:22]=[CH:21][CH:20]=[CH:19][CH:18]=5)[N:13]=[C:12]([NH:23][C@H:24]5[CH2:29][CH2:28][C@H:27]([OH:30])[CH2:26][CH2:25]5)[N:11]=4)[S:8][C:4]=3[CH:3]=2)[CH:42]=[N:43]1. The catalyst is O1CCOCC1.O. (2) The reactants are [C:1]([C:3]1[CH:4]=[CH:5][C:6]([NH2:9])=[N:7][CH:8]=1)#[CH:2].[CH2:10]([O:17][C:18]1[CH:23]=[CH:22][C:21]([CH2:24][C:25](Cl)=[N:26][OH:27])=[CH:20][CH:19]=1)[C:11]1[CH:16]=[CH:15][CH:14]=[CH:13][CH:12]=1.C(N(CC)CC)C. The catalyst is O1CCCC1. The product is [CH2:10]([O:17][C:18]1[CH:23]=[CH:22][C:21]([CH2:24][C:25]2[CH:2]=[C:1]([C:3]3[CH:4]=[CH:5][C:6]([NH2:9])=[N:7][CH:8]=3)[O:27][N:26]=2)=[CH:20][CH:19]=1)[C:11]1[CH:12]=[CH:13][CH:14]=[CH:15][CH:16]=1. The yield is 0.0300. (3) The reactants are [O-:1][CH2:2][CH3:3].[Na+].[Cl:5][C:6]1[N:11]=[C:10](Cl)[C:9]([C:13]([NH:15][CH:16]2[CH:23]3[CH2:24][CH:19]4[CH2:20][C:21]([OH:26])([CH2:25][CH:17]2[CH2:18]4)[CH2:22]3)=[O:14])=[CH:8][N:7]=1. The catalyst is C1COCC1.CCOC(C)=O. The product is [Cl:5][C:6]1[N:11]=[C:10]([O:1][CH2:2][CH3:3])[C:9]([C:13]([NH:15][CH:16]2[CH:23]3[CH2:24][CH:19]4[CH2:20][C:21]([OH:26])([CH2:25][CH:17]2[CH2:18]4)[CH2:22]3)=[O:14])=[CH:8][N:7]=1. The yield is 0.910. (4) The reactants are [CH:1]1([C:6]([NH:8][C:9]2[CH:10]=[C:11]3[C:15](=[CH:16][CH:17]=2)[N:14]([CH2:18][CH2:19][CH2:20][C:21](O)=[O:22])[C:13]([CH2:24][O:25][C:26]2[CH:35]=[CH:34][C:33]4[C:28](=[CH:29][CH:30]=[CH:31][CH:32]=4)[CH:27]=2)=[C:12]3[CH:36]=[O:37])=[O:7])[CH2:5][CH2:4][CH2:3][CH2:2]1.CCN=C=NCCCN(C)C.[F:49][C:50]([F:56])([F:55])[S:51]([NH2:54])(=[O:53])=[O:52].C1COCC1. The catalyst is CN(C1C=CN=CC=1)C.C(OCC)(=O)C.O. The product is [CH:36]([C:12]1[C:11]2[C:15](=[CH:16][CH:17]=[C:9]([NH:8][C:6]([CH:1]3[CH2:5][CH2:4][CH2:3][CH2:2]3)=[O:7])[CH:10]=2)[N:14]([CH2:18][CH2:19][CH2:20][C:21](=[O:22])[NH:54][S:51]([C:50]([F:56])([F:55])[F:49])(=[O:53])=[O:52])[C:13]=1[CH2:24][O:25][C:26]1[CH:35]=[CH:34][C:33]2[C:28](=[CH:29][CH:30]=[CH:31][CH:32]=2)[CH:27]=1)=[O:37]. The yield is 0.940.